From a dataset of Catalyst prediction with 721,799 reactions and 888 catalyst types from USPTO. Predict which catalyst facilitates the given reaction. (1) Reactant: [Br:1][C:2]1[N:3]([CH:31]([CH2:33][CH3:34])[CH3:32])[C:4]2[C:9]([N:10]=1)=[C:8]([C:11]1[CH:16]=[CH:15][CH:14]=[C:13]([O:17][Si](C(C)(C)C)(C)C)[CH:12]=1)[N:7]=[C:6]([N:25]1[CH2:30][CH2:29][O:28][CH2:27][CH2:26]1)[N:5]=2.CCCC[N+](CCCC)(CCCC)CCCC.[F-].CCOC(C)=O. Product: [Br:1][C:2]1[N:3]([CH:31]([CH2:33][CH3:34])[CH3:32])[C:4]2[C:9]([N:10]=1)=[C:8]([C:11]1[CH:12]=[C:13]([OH:17])[CH:14]=[CH:15][CH:16]=1)[N:7]=[C:6]([N:25]1[CH2:26][CH2:27][O:28][CH2:29][CH2:30]1)[N:5]=2. The catalyst class is: 1. (2) Reactant: [C:1]([C:5]1[CH:12]=[CH:11][C:8]([CH:9]=O)=[CH:7][CH:6]=1)([CH3:4])([CH3:3])[CH3:2].Cl.[F:14][C:15]1[CH:16]=[C:17]([CH2:22][CH2:23][NH2:24])[CH:18]=[CH:19][C:20]=1[F:21].C(=O)([O-])[O-].[K+].[K+].[BH4-].[Na+].Cl. Product: [C:1]([C:5]1[CH:12]=[CH:11][C:8]([CH2:9][NH:24][CH2:23][CH2:22][C:17]2[CH:18]=[CH:19][C:20]([F:21])=[C:15]([F:14])[CH:16]=2)=[CH:7][CH:6]=1)([CH3:4])([CH3:3])[CH3:2]. The catalyst class is: 5. (3) Reactant: [C:1]([Si:5]([CH3:23])([CH3:22])[O:6][C@H:7]1[CH2:15][CH2:14][CH2:13][C@@:12]2([CH3:16])[C@H:8]1[CH2:9][CH2:10][C@@H:11]2[C:17](=[CH2:21])[CH2:18][CH2:19][OH:20])([CH3:4])([CH3:3])[CH3:2].N1C=CN=C1.[Si:29](Cl)([C:32]([CH3:35])([CH3:34])[CH3:33])([CH3:31])[CH3:30]. Product: [C:1]([Si:5]([CH3:23])([CH3:22])[O:6][C@H:7]1[CH2:15][CH2:14][CH2:13][C@@:12]2([CH3:16])[C@H:8]1[CH2:9][CH2:10][C@@H:11]2[C:17](=[CH2:21])[CH2:18][CH2:19][O:20][Si:29]([C:32]([CH3:35])([CH3:34])[CH3:33])([CH3:31])[CH3:30])([CH3:4])([CH3:3])[CH3:2]. The catalyst class is: 4.